The task is: Predict the product of the given reaction.. This data is from Forward reaction prediction with 1.9M reactions from USPTO patents (1976-2016). (1) Given the reactants Br[C:2]1[CH:11]=[N:10][C:9]2[NH:8]/[C:7](=[N:12]/C)/[C:6]([CH3:15])([CH3:14])[O:5][C:4]=2[CH:3]=1.[CH3:16][N:17]([CH2:22][C:23]1[O:24][C:25]2[CH:32]=[CH:31][CH:30]=[CH:29][C:26]=2[C:27]=1[CH3:28])[C:18](=[O:21])[CH:19]=[CH2:20].C(N(C(C)C)CC)(C)C.CC1C=CC=CC=1P(C1C=CC=CC=1C)C1C=CC=CC=1C, predict the reaction product. The product is: [NH:12]=[C:7]1[C:6]([CH3:15])([CH3:14])[O:5][C:4]2[CH:3]=[C:2](/[CH:20]=[CH:19]/[C:18]([N:17]([CH3:16])[CH2:22][C:23]3[O:24][C:25]4[CH:32]=[CH:31][CH:30]=[CH:29][C:26]=4[C:27]=3[CH3:28])=[O:21])[CH:11]=[N:10][C:9]=2[NH:8]1. (2) The product is: [Br:8][C:6]1[CH:7]=[C:2]([NH:11][C:12]2[N:17]=[CH:16][C:15]([N:18]3[CH2:23][CH2:22][N:21]([C:24]([O:26][C:27]([CH3:29])([CH3:28])[CH3:30])=[O:25])[CH2:20][C:19]3=[O:31])=[CH:14][CH:13]=2)[C:3](=[O:10])[N:4]([CH3:9])[CH:5]=1. Given the reactants Br[C:2]1[C:3](=[O:10])[N:4]([CH3:9])[CH:5]=[C:6]([Br:8])[CH:7]=1.[NH2:11][C:12]1[N:17]=[CH:16][C:15]([N:18]2[CH2:23][CH2:22][N:21]([C:24]([O:26][C:27]([CH3:30])([CH3:29])[CH3:28])=[O:25])[CH2:20][C:19]2=[O:31])=[CH:14][CH:13]=1.C(=O)([O-])[O-].[Cs+].[Cs+].CC1(C)C2C(=C(P(C3C=CC=CC=3)C3C=CC=CC=3)C=CC=2)OC2C(P(C3C=CC=CC=3)C3C=CC=CC=3)=CC=CC1=2, predict the reaction product. (3) Given the reactants [Cl:1][C:2]1[C:7]([O:8][CH3:9])=[CH:6][C:5]([O:10][CH3:11])=[C:4]([Cl:12])[C:3]=1[N:13]=[C:14]=[O:15].[CH2:16]([N:18]1[CH2:23][CH2:22][N:21]([C:24]2[CH:29]=[CH:28][C:27]([NH:30][C:31]3[CH:36]=[C:35]([NH:37][CH3:38])[N:34]=[CH:33][N:32]=3)=[CH:26][CH:25]=2)[CH2:20][CH2:19]1)[CH3:17], predict the reaction product. The product is: [Cl:1][C:2]1[C:7]([O:8][CH3:9])=[CH:6][C:5]([O:10][CH3:11])=[C:4]([Cl:12])[C:3]=1[NH:13][C:14](=[O:15])[N:37]([C:35]1[CH:36]=[C:31]([NH:30][C:27]2[CH:26]=[CH:25][C:24]([N:21]3[CH2:20][CH2:19][N:18]([CH2:16][CH3:17])[CH2:23][CH2:22]3)=[CH:29][CH:28]=2)[N:32]=[CH:33][N:34]=1)[CH3:38].